From a dataset of Reaction yield outcomes from USPTO patents with 853,638 reactions. Predict the reaction yield, written as a fraction of the theoretical maximum amount of product (1.0 means a 100% yield; for example, 0.34 means a 34% yield). (1) The reactants are Br[C:2]1[C:7]([CH2:8][O:9][Si:10]([C:13]([CH3:16])([CH3:15])[CH3:14])([CH3:12])[CH3:11])=[CH:6][CH:5]=[CH:4][N:3]=1.[CH3:17][N:18](C=O)C. The catalyst is [C-]#N.[C-]#N.[Zn+2].C1C=CC([P]([Pd]([P](C2C=CC=CC=2)(C2C=CC=CC=2)C2C=CC=CC=2)([P](C2C=CC=CC=2)(C2C=CC=CC=2)C2C=CC=CC=2)[P](C2C=CC=CC=2)(C2C=CC=CC=2)C2C=CC=CC=2)(C2C=CC=CC=2)C2C=CC=CC=2)=CC=1. The product is [Si:10]([O:9][CH2:8][C:7]1[C:2]([C:17]#[N:18])=[N:3][CH:4]=[CH:5][CH:6]=1)([C:13]([CH3:16])([CH3:15])[CH3:14])([CH3:12])[CH3:11]. The yield is 0.820. (2) The reactants are Cl.F[C:3]1[CH:8]=[C:7]([C:9]2[CH:14]=[CH:13][N:12]=[C:11]([NH:15][CH:16]3[CH2:21][CH2:20][O:19][CH2:18][CH2:17]3)[N:10]=2)[CH:6]=[CH:5][N:4]=1.C([O-])(O)=[O:23].[Na+]. No catalyst specified. The product is [O:19]1[CH2:20][CH2:21][CH:16]([NH:15][C:11]2[N:10]=[C:9]([C:7]3[CH:6]=[CH:5][NH:4][C:3](=[O:23])[CH:8]=3)[CH:14]=[CH:13][N:12]=2)[CH2:17][CH2:18]1. The yield is 0.940. (3) The reactants are [I:1][C:2]1[CH:3]=[C:4]2[C:8](=[CH:9][CH:10]=1)[NH:7][CH:6]=[CH:5]2.CC(O)=O. No catalyst specified. The product is [I:1][C:2]1[CH:3]=[C:4]2[C:8](=[CH:9][CH:10]=1)[NH:7][CH2:6][CH2:5]2. The yield is 0.990. (4) The reactants are [I-].[CH3:2][N+:3]1([CH2:24][O:25][C:26](=[O:44])[CH:27]([CH2:36][CH2:37][CH2:38][CH2:39][CH2:40][CH2:41]CC)[CH2:28][CH2:29][CH2:30][CH2:31][CH2:32][CH2:33]CC)[CH2:8][CH2:7][N:6]([C:9]2[C:10]3[CH:22]=[C:21]([CH3:23])[S:20][C:11]=3[NH:12][C:13]3[CH:19]=[CH:18][CH:17]=[CH:16][C:14]=3[N:15]=2)[CH2:5][CH2:4]1.C(C(CCCCCC)C(OC[I:56])=O)CCCCC. No catalyst specified. The product is [I-:56].[CH2:36]([CH:27]([CH2:28][CH2:29][CH2:30][CH2:31][CH2:32][CH3:33])[C:26]([O:25][CH2:24][N+:3]1([CH3:2])[CH2:4][CH2:5][N:6]([C:9]2[C:10]3[CH:22]=[C:21]([CH3:23])[S:20][C:11]=3[NH:12][C:13]3[CH:19]=[CH:18][CH:17]=[CH:16][C:14]=3[N:15]=2)[CH2:7][CH2:8]1)=[O:44])[CH2:37][CH2:38][CH2:39][CH2:40][CH3:41]. The yield is 0.750.